This data is from Experimentally validated miRNA-target interactions with 360,000+ pairs, plus equal number of negative samples. The task is: Binary Classification. Given a miRNA mature sequence and a target amino acid sequence, predict their likelihood of interaction. (1) The miRNA is hsa-miR-374b-3p with sequence CUUAGCAGGUUGUAUUAUCAUU. The protein sequence of the target gene is MEDLVQDGVASPATPGTGKSKLETLPKEDLIKFAKKQMMLIQKAKSRCTELEKEIEELRSKPVTEGTGDIIKALTERLDALLLEKAETEQQCLSLKKENIKMKQEVEDSVTKMGDAHKELEQSHINYVKEIENLKNELMAVRSKYSEDKANLQKQLEEAMNTQLELSEQLKFQNNSEDNVKKLQEEIEKIRPGFEEQILYLQKQLDATTDEKKETVTQLQNIIEANSQHYQKNINSLQEELLQLKAIHQEEVKELMCQIEASAKEHEAEINKLNELKENLVKQCEASEKNIQKKYECELE.... Result: 0 (no interaction). (2) The protein sequence of the target gene is MRMCDRGIQMLITTVGAFAAFSLMTIAVGTDYWLYSRGVCRTKSTSDNETSRKNEEVMTHSGLWRTCCLEGAFRGVCKKIDHFPEDADYEQDTAEYLLRAVRASSVFPILSVTLLFFGGLCVAASEFHRSRHNVILSAGIFFVSAGLSNIIGIIVYISANAGDPGQRDSKKSYSYGWSFYFGAFSFIIAEIVGVVAVHIYIEKHQQLRAKSHSEFLKKSTFARLPPYRYRFRRRSSSRSTEPRSRDLSPISKGFHTIPSTDISMFTLSRDPSKITMGTLLNSDRDHAFLQFHNSTPKEFK.... The miRNA is mmu-miR-337-5p with sequence CGGCGUCAUGCAGGAGUUGAUU. Result: 0 (no interaction). (3) The miRNA is mmu-miR-208b-3p with sequence AUAAGACGAACAAAAGGUUUGU. The protein sequence of the target gene is MAAVILPSTAAPSSLFPASQQKGHTQGGELVNELLTSWLRGLVTFEDVAVEFTQEEWALLDPAQRTLYRDVMLENCRNLASLGCRVNKPSLISQLEQDKKVVTEERGILPSTCPDLETLLKAKWLTPKKNVFRKEQSKGVKTERSHRGVKLNECNQCFKVFSTKSNLTQHKRIHTGEKPYDCSQCGKSFSSRSYLTIHKRIHNGEKPYECNHCGKAFSDPSSLRLHLRIHTGEKPYECNQCFHVFRTSCNLKSHKRIHTGENHHECNQCGKAFSTRSSLTGHNSIHTGEKPYECHDCGKT.... Result: 0 (no interaction). (4) The miRNA is hsa-miR-431-3p with sequence CAGGUCGUCUUGCAGGGCUUCU. The protein sequence of the target gene is MVSWMISRAVVLVFGMLYPAYYSYKAVKTKNVKEYVRWMMYWIVFALYTVIETVADQTLAWFPLYYELKIAFVIWLLSPYTRGASLIYRKFLHPLLSSKEREIDDYIVQAKERGYETMVNFGRQGLNLAAAAAVTAAVKSQGAITERLRSFSMHDLTAIQGDEPVGHRPYQTLPEAKRKGKQATESPAYGIPLKDGSEQTDEEAEGPFSDDEMVTHKALRRSQSMKSVKTIKGRKEVRYGSLKYKVKKRPQVYF. Result: 0 (no interaction). (5) Result: 1 (interaction). The miRNA is hsa-miR-223-3p with sequence UGUCAGUUUGUCAAAUACCCCA. The protein sequence of the target gene is MSLFDLFRGFFGFPGPRSHRDPFFGGMTRDEDDDEEEEEEGGSWGRGNPRFHSPQHPPEEFGFGFSFSPGGGIRFHDNFGFDDLVRDFNSIFSDMGAWTLPSHPPELPGPESETPGERLREGQTLRDSMLKYPDSHQPRIFGGVLESDARSESPQPAPDWGSQRPFHRFDDVWPMDPHPRTREDNDLDSQVSQEGLGPVLQPQPKSYFKSISVTKITKPDGIVEERRTVVDSEGRTETTVTRHEADSSPRGDPESPRPPALDDAFSILDLFLGRWFRSR. (6) The miRNA is mmu-miR-3079-3p with sequence CAGGCUCAUCAGAUGAAAGUC. The protein sequence of the target gene is MSTKAEQFASKIRYLQEYHNRVLHNIYPVPSGTDIANTLKYFSQTLLSILSRTGKKENQDASNLTVPMTMCLFPVPFPLTPSLRPQVSSINPTVTRSLLYSVLRDAPSERGPQSRDAQLSDYPSLDYQGLYVTLVTLLDLVPLLQHGQHDLGQSIFYTTTCLLPFLNDDVLSTLPYTMISTLATFPPFLHKDIIEYLSTSFLPMAILGSSGREGVPAHVNLSASSMLMIAMQYTSNPVYHCQLLECLMKYKQEVWKDLLYVIAYGPSQVKPPAVQMLFHYWPNLKPPGAISEYRGLQYTA.... Result: 0 (no interaction).